Task: Predict the reaction yield, written as a fraction of the theoretical maximum amount of product (1.0 means a 100% yield; for example, 0.34 means a 34% yield).. Dataset: Reaction yield outcomes from USPTO patents with 853,638 reactions (1) The reactants are [OH:1][C@H:2]1[O:10][C@H:9]([CH2:11][OH:12])[C@@H:7](O)[C@H:5]([OH:6])[C@H:3]1O.[C:13]([O:16][C:17](=[O:19])[CH3:18])(=[O:15])[CH3:14]. The catalyst is N1C=CC=CC=1. The product is [C:13]([O:16][C@H:17]1[O:19][C@H:7]([CH2:5][O:6][C:11](=[O:12])[CH3:9])[C@@H:9]([O:10][C:2](=[O:1])[CH3:3])[C@H:11]([O:12][C:5](=[O:6])[CH3:7])[C@H:18]1[O:10][C:2](=[O:1])[CH3:3])(=[O:15])[CH3:14]. The yield is 0.880. (2) The reactants are C[Li].Br[C:4]1[CH:5]=[C:6]([N:10]([CH3:19])[C:11]([NH:13][CH2:14][CH2:15][CH2:16][CH2:17][CH3:18])=[O:12])[CH:7]=[CH:8][CH:9]=1.C([Li])(C)(C)C.[B:25](OC)([O:28]C)[O:26]C.Cl. The catalyst is C(OCC)C.CCCCC.O1CCCC1. The product is [CH3:19][N:10]([C:6]1[CH:5]=[C:4]([B:25]([OH:28])[OH:26])[CH:9]=[CH:8][CH:7]=1)[C:11]([NH:13][CH2:14][CH2:15][CH2:16][CH2:17][CH3:18])=[O:12]. The yield is 0.390.